Dataset: Reaction yield outcomes from USPTO patents with 853,638 reactions. Task: Predict the reaction yield, written as a fraction of the theoretical maximum amount of product (1.0 means a 100% yield; for example, 0.34 means a 34% yield). (1) The reactants are [C:1]([O:5][C:6]([NH:8][C@@H:9]1[C@H:13]([CH2:14][OH:15])[CH2:12][N:11]([C:16]([O:18][CH2:19][C:20]2[CH:25]=[CH:24][CH:23]=[CH:22][CH:21]=2)=[O:17])[CH2:10]1)=[O:7])([CH3:4])([CH3:3])[CH3:2].[CH3:26][S:27](Cl)(=[O:29])=[O:28]. No catalyst specified. The product is [C:1]([O:5][C:6]([NH:8][C@@H:9]1[C@H:13]([CH2:14][O:15][S:27]([CH3:26])(=[O:29])=[O:28])[CH2:12][N:11]([C:16]([O:18][CH2:19][C:20]2[CH:21]=[CH:22][CH:23]=[CH:24][CH:25]=2)=[O:17])[CH2:10]1)=[O:7])([CH3:4])([CH3:2])[CH3:3]. The yield is 0.990. (2) The reactants are [H-].[Na+].[CH3:3][C:4]1[NH:8][C:7]([C:9]([O:11][CH2:12][CH3:13])=[O:10])=[C:6]([C:14]2[CH:19]=[CH:18][CH:17]=[CH:16][CH:15]=2)[C:5]=1[C:20]([O:22][CH2:23][CH3:24])=[O:21].Cl[CH2:26][O:27][CH3:28].[CH3:29]N(C)C=O. No catalyst specified. The product is [CH2:3]([C:4]1[N:8]([CH2:26][O:27][CH3:28])[C:7]([C:9]([O:11][CH2:12][CH3:13])=[O:10])=[C:6]([C:14]2[CH:19]=[CH:18][CH:17]=[CH:16][CH:15]=2)[C:5]=1[C:20]([O:22][CH2:23][CH3:24])=[O:21])[CH3:29]. The yield is 0.880.